The task is: Predict which catalyst facilitates the given reaction.. This data is from Catalyst prediction with 721,799 reactions and 888 catalyst types from USPTO. (1) Reactant: [F:1][C:2]1[CH:7]=[C:6]([O:8][CH2:9][CH2:10][O:11][CH3:12])[CH:5]=[C:4]([F:13])[C:3]=1[C:14]1[N:15](S(C(F)(F)F)(=O)=O)[C:16]2[C:21]([CH:22]=1)=[CH:20][C:19]([C:23]1[CH:30]=[CH:29][C:26]([C:27]#[N:28])=[CH:25][C:24]=1[CH3:31])=[CH:18][CH:17]=2.[OH-].[Na+]. Product: [F:13][C:4]1[CH:5]=[C:6]([O:8][CH2:9][CH2:10][O:11][CH3:12])[CH:7]=[C:2]([F:1])[C:3]=1[C:14]1[NH:15][C:16]2[C:21]([CH:22]=1)=[CH:20][C:19]([C:23]1[CH:30]=[CH:29][C:26]([C:27]#[N:28])=[CH:25][C:24]=1[CH3:31])=[CH:18][CH:17]=2. The catalyst class is: 1. (2) Reactant: [CH3:1][C:2]1([CH3:33])[C:11]2[CH:10]=[C:9]([Se:12][C:13]#[C:14][C:15]3[CH:24]=[CH:23][C:18]([C:19]([O:21]C)=[O:20])=[C:17]([OH:25])[CH:16]=3)[CH:8]=[CH:7][C:6]=2[C:5]([C:26]2[CH:31]=[CH:30][C:29]([CH3:32])=[CH:28][CH:27]=2)=[CH:4][CH2:3]1.[OH-].[Na+].Cl. Product: [CH3:1][C:2]1([CH3:33])[C:11]2[CH:10]=[C:9]([Se:12][C:13]#[C:14][C:15]3[CH:24]=[CH:23][C:18]([C:19]([OH:21])=[O:20])=[C:17]([OH:25])[CH:16]=3)[CH:8]=[CH:7][C:6]=2[C:5]([C:26]2[CH:27]=[CH:28][C:29]([CH3:32])=[CH:30][CH:31]=2)=[CH:4][CH2:3]1. The catalyst class is: 7. (3) Reactant: NN(C)C(N1CCNCC1)=N.Cl.O.[CH3:14][C:15]1([CH3:55])[O:19][CH:18]([CH2:20][O:21][C:22]([O:24][CH:25]([O:27][C:28]([C:30]2[N:31]3[CH:34]([S:35][CH2:36][C:37]=2[CH:38]=[O:39])[CH:33]([NH:40][C:41](=[O:53])/[C:42](/[C:47]2[N:51]=[C:50]([NH2:52])[S:49][N:48]=2)=[N:43]\[O:44][CH2:45][F:46])[C:32]3=[O:54])=[O:29])[CH3:26])=[O:23])[CH2:17][O:16]1. Product: [CH3:55][C:15]1([CH3:14])[O:19][CH:18]([CH2:20][O:21][C:22]([O:24][CH:25]([O:27][C:28]([C:30]2[N:31]3[CH:34]([S:35][CH2:36][C:37]=2[CH:38]=[O:39])[CH:33]([NH:40][C:41](=[O:53])[C:42]([C:47]2[N:51]=[C:50]([NH2:52])[S:49][N:48]=2)=[N:43][O:44][CH2:45][F:46])[C:32]3=[O:54])=[O:29])[CH3:26])=[O:23])[CH2:17][O:16]1. The catalyst class is: 44. (4) Reactant: [NH2:1][C@:2]12[CH2:45][CH2:44][C@@H:43]([C:46]([CH3:48])=[CH2:47])[C@@H:3]1[C@@H:4]1[C@@:17]([CH3:20])([CH2:18][CH2:19]2)[C@@:16]2([CH3:21])[C@@H:7]([C@:8]3([CH3:42])[C@@H:13]([CH2:14][CH2:15]2)[C:12]([CH3:23])([CH3:22])[C:11]([C:24]2[CH2:29][CH2:28][C@@:27]([CH2:40][F:41])([C:30]([O:32][CH2:33][C:34]4[CH:39]=[CH:38][CH:37]=[CH:36][CH:35]=4)=[O:31])[CH2:26][CH:25]=2)=[CH:10][CH2:9]3)[CH2:6][CH2:5]1.Cl.Cl[CH2:51][CH2:52][N:53]1[CH2:58][CH2:57][O:56][CH2:55][CH2:54]1.[O-]P([O-])([O-])=O.[K+].[K+].[K+].[I-].[K+]. Product: [F:41][CH2:40][C@@:27]1([C:30]([O:32][CH2:33][C:34]2[CH:35]=[CH:36][CH:37]=[CH:38][CH:39]=2)=[O:31])[CH2:28][CH2:29][C:24]([C:11]2[C:12]([CH3:22])([CH3:23])[C@H:13]3[C@:8]([CH3:42])([CH2:9][CH:10]=2)[C@@H:7]2[C@:16]([CH3:21])([C@@:17]4([CH3:20])[C@H:4]([CH2:5][CH2:6]2)[C@H:3]2[C@H:43]([C:46]([CH3:48])=[CH2:47])[CH2:44][CH2:45][C@:2]2([NH:1][CH2:51][CH2:52][N:53]2[CH2:58][CH2:57][O:56][CH2:55][CH2:54]2)[CH2:19][CH2:18]4)[CH2:15][CH2:14]3)=[CH:25][CH2:26]1. The catalyst class is: 10.